The task is: Binary Classification. Given a miRNA mature sequence and a target amino acid sequence, predict their likelihood of interaction.. This data is from Experimentally validated miRNA-target interactions with 360,000+ pairs, plus equal number of negative samples. The miRNA is hsa-miR-1224-5p with sequence GUGAGGACUCGGGAGGUGG. The protein sequence of the target gene is MGEIKVSPDYNWFRSTVPLKKIIVDDDDSKIWSLYDAGPRSIRCPLIFLPPVSGTADVFFQQILALTGWGYRVIALQYPVYWDHLEFCDGFRKLLDHLQLDKVHLFGASLGGFLAQKFAEYTHKSPRVHSLILCNAFSDTSIFNQTWTANSFWLMPAFMLKKIVLGNFSSGPVDPMMADAIDFMVDRLESLGQSELASRLTLNCQNSYVEPHKIRDIPVTIMDVFDQSALSTEAKEEMYKLYPNARRAHLKTGGNFPYLCRSAEVNLYVQIHLLQFHGTKYAAIDPSVVSAEELEVQKGR.... Result: 0 (no interaction).